Task: Predict which catalyst facilitates the given reaction.. Dataset: Catalyst prediction with 721,799 reactions and 888 catalyst types from USPTO (1) Reactant: O[C@@H]1CCN([C:7]([C:9]2[CH:14]=[CH:13][C:12](OC(F)(F)F)=[CH:11][CH:10]=2)=O)[C@H]1C(NO)=O.F[P-](F)(F)(F)(F)F.N1(O[P+](N(C)C)(N(C)C)N(C)C)[C:35]2[CH:36]=[CH:37][CH:38]=[CH:39][C:34]=2N=N1.CCN(C(C)C)C(C)C.[OH:60][C@@H:61]1[CH2:65]C[N:63]([C:66]([C:68]2[CH:73]=[CH:72][C:71](OC(F)(F)F)=[CH:70][CH:69]=2)=[O:67])[C@H:62]1[C:79]([NH:81][O:82][CH2:83][C:84]1[CH:89]=[CH:88][CH:87]=[CH:86][CH:85]=1)=[O:80].CC[O:92][C:93](C)=[O:94]. Product: [CH2:7]([O:60][C@H:61]([CH3:65])[C@H:62]([NH:63][C:66]([C:68]1[CH:69]=[CH:70][C:71]([C:34]2[CH:35]=[CH:36][C:37]([C:93]([OH:94])=[O:92])=[CH:38][CH:39]=2)=[CH:72][CH:73]=1)=[O:67])[C:79](=[O:80])[NH:81][O:82][CH2:83][C:84]1[CH:85]=[CH:86][CH:87]=[CH:88][CH:89]=1)[C:9]1[CH:10]=[CH:11][CH:12]=[CH:13][CH:14]=1. The catalyst class is: 3. (2) Reactant: Cl.[CH3:2][C:3]1[CH:8]=[CH:7][N:6]=[C:5]([SH:9])[N:4]=1.C(=O)([O-])[O-].[K+].[K+].Br[CH2:17][C:18]1[C:23]([Cl:24])=[C:22]([Cl:25])[CH:21]=[CH:20][C:19]=1[Cl:26].C(OCC)C. Product: [CH3:2][C:3]1[CH:8]=[CH:7][N:6]=[C:5]([S:9][CH2:17][C:18]2[C:19]([Cl:26])=[CH:20][CH:21]=[C:22]([Cl:25])[C:23]=2[Cl:24])[N:4]=1. The catalyst class is: 3.